This data is from NCI-60 drug combinations with 297,098 pairs across 59 cell lines. The task is: Regression. Given two drug SMILES strings and cell line genomic features, predict the synergy score measuring deviation from expected non-interaction effect. (1) Drug 1: C(CCl)NC(=O)N(CCCl)N=O. Drug 2: CC1C(C(CC(O1)OC2CC(CC3=C2C(=C4C(=C3O)C(=O)C5=C(C4=O)C(=CC=C5)OC)O)(C(=O)CO)O)N)O.Cl. Cell line: MDA-MB-231. Synergy scores: CSS=31.1, Synergy_ZIP=-4.19, Synergy_Bliss=-5.65, Synergy_Loewe=-7.65, Synergy_HSA=-2.67. (2) Drug 1: CCN(CC)CCNC(=O)C1=C(NC(=C1C)C=C2C3=C(C=CC(=C3)F)NC2=O)C. Drug 2: CC12CCC3C(C1CCC2OP(=O)(O)O)CCC4=C3C=CC(=C4)OC(=O)N(CCCl)CCCl.[Na+]. Cell line: SNB-75. Synergy scores: CSS=3.22, Synergy_ZIP=-1.27, Synergy_Bliss=-0.513, Synergy_Loewe=2.26, Synergy_HSA=0.148. (3) Synergy scores: CSS=7.60, Synergy_ZIP=-1.92, Synergy_Bliss=1.90, Synergy_Loewe=-1.25, Synergy_HSA=-0.240. Cell line: MALME-3M. Drug 1: CN(C(=O)NC(C=O)C(C(C(CO)O)O)O)N=O. Drug 2: C1C(C(OC1N2C=NC(=NC2=O)N)CO)O. (4) Drug 1: CC1=C2C(C(=O)C3(C(CC4C(C3C(C(C2(C)C)(CC1OC(=O)C(C(C5=CC=CC=C5)NC(=O)C6=CC=CC=C6)O)O)OC(=O)C7=CC=CC=C7)(CO4)OC(=O)C)O)C)OC(=O)C. Drug 2: COC1=C2C(=CC3=C1OC=C3)C=CC(=O)O2. Cell line: 786-0. Synergy scores: CSS=9.77, Synergy_ZIP=-6.86, Synergy_Bliss=2.06, Synergy_Loewe=-22.9, Synergy_HSA=0.956. (5) Drug 1: CC1OCC2C(O1)C(C(C(O2)OC3C4COC(=O)C4C(C5=CC6=C(C=C35)OCO6)C7=CC(=C(C(=C7)OC)O)OC)O)O. Drug 2: N.N.Cl[Pt+2]Cl. Cell line: MDA-MB-231. Synergy scores: CSS=22.2, Synergy_ZIP=-6.41, Synergy_Bliss=0.110, Synergy_Loewe=-6.88, Synergy_HSA=0.538.